Dataset: Reaction yield outcomes from USPTO patents with 853,638 reactions. Task: Predict the reaction yield, written as a fraction of the theoretical maximum amount of product (1.0 means a 100% yield; for example, 0.34 means a 34% yield). The reactants are C([O:5][C:6]([CH:8]1[CH:12]([C:13]2[CH:18]=[CH:17][CH:16]=[C:15]([Cl:19])[C:14]=2[F:20])[C:11]([C:23]2[CH:28]=[CH:27][C:26]([Cl:29])=[CH:25][C:24]=2[F:30])([C:21]#[N:22])[CH:10]([CH2:31][C:32]2([C:36](C)(C)[O:37][SiH2]C(C)(C)C)[CH2:35][CH2:34][CH2:33]2)[NH:9]1)=[O:7])(C)(C)C.[F:45][C:46]([F:51])([F:50])[C:47]([OH:49])=[O:48]. The catalyst is ClCCl. The product is [F:45][C:46]([F:51])([F:50])[C:47]([OH:49])=[O:48].[Cl:19][C:15]1[C:14]([F:20])=[C:13]([CH:12]2[C:11]([C:23]3[CH:28]=[CH:27][C:26]([Cl:29])=[CH:25][C:24]=3[F:30])([C:21]#[N:22])[CH:10]([CH2:31][C:32]3([CH2:36][OH:37])[CH2:33][CH2:34][CH2:35]3)[NH:9][CH:8]2[C:6]([OH:7])=[O:5])[CH:18]=[CH:17][CH:16]=1. The yield is 1.00.